Dataset: Full USPTO retrosynthesis dataset with 1.9M reactions from patents (1976-2016). Task: Predict the reactants needed to synthesize the given product. (1) Given the product [I:17][C:12]1[N:13]=[C:14]([CH3:15])[C:9]([C:6]2[CH:7]=[CH:8][C:3]([O:2][CH3:1])=[CH:4][CH:5]=2)=[CH:10][CH:11]=1, predict the reactants needed to synthesize it. The reactants are: [CH3:1][O:2][C:3]1[CH:8]=[CH:7][C:6]([C:9]2[CH:10]=[CH:11][C:12](N)=[N:13][C:14]=2[CH3:15])=[CH:5][CH:4]=1.[I:17]I.CCCCCON=O. (2) Given the product [CH:12]([C:10]1[CH:11]=[C:2]([C:32]([CH3:34])=[CH2:33])[C:3]2[CH:4]=[CH:5][C:6]3[N:7]([CH:15]=[C:16]([C:18]4[O:19][CH:20]=[N:21][N:22]=4)[N:17]=3)[C:8]=2[N:9]=1)([CH3:14])[CH3:13], predict the reactants needed to synthesize it. The reactants are: Br[C:2]1[C:3]2[CH:4]=[CH:5][C:6]3[N:7]([CH:15]=[C:16]([C:18]4[O:19][CH:20]=[N:21][N:22]=4)[N:17]=3)[C:8]=2[N:9]=[C:10]([CH:12]([CH3:14])[CH3:13])[CH:11]=1.P([O-])([O-])([O-])=O.[K+].[K+].[K+].[B-](F)(F)(F)[C:32]([CH3:34])=[CH2:33].[K+]. (3) Given the product [CH3:19][N:9]([C:10]1[CH:11]=[C:12]([O:20][CH2:21][CH2:22][CH2:23][Si:3]([O:6][CH3:7])([O:4][CH3:5])[O:2][CH3:1])[CH:13]=[CH:14][CH:15]=1)[CH3:8], predict the reactants needed to synthesize it. The reactants are: [CH3:1][O:2][SiH:3]([O:6][CH3:7])[O:4][CH3:5].[CH3:8][N:9]([CH3:19])[C:10]1[CH:15]=[CH:14][CH:13]=[C:12](CC=C)[CH:11]=1.[O:20]1C[CH2:23][CH2:22][CH2:21]1. (4) Given the product [ClH:10].[NH2:2][C:3]1[C:4]([C:11]([N:13]([CH2:27][CH2:28][CH2:29][CH2:30][C:31]2[CH:42]=[CH:41][C:34]([C:35]([NH:37][CH2:38][CH2:39][OH:40])=[O:36])=[CH:33][CH:32]=2)[C:14]([NH2:17])=[NH:20])=[O:12])=[N:5][C:6]([Cl:10])=[C:7]([NH2:9])[N:8]=1, predict the reactants needed to synthesize it. The reactants are: I.[NH2:2][C:3]1[C:4]([C:11]([NH:13][C:14](=[NH:17])SC)=[O:12])=[N:5][C:6]([Cl:10])=[C:7]([NH2:9])[N:8]=1.C([N:20](CC)CC)C.Cl.N[CH2:27][CH2:28][CH2:29][CH2:30][C:31]1[CH:42]=[CH:41][C:34]([C:35]([NH:37][CH2:38][CH2:39][OH:40])=[O:36])=[CH:33][CH:32]=1.